From a dataset of Forward reaction prediction with 1.9M reactions from USPTO patents (1976-2016). Predict the product of the given reaction. (1) Given the reactants I[C:2]1[CH:3]=[C:4]2[C:8](=[CH:9][CH:10]=1)[N:7]([CH:11]1[CH2:16][CH2:15][N:14]([C:17]([O:19][C:20]([CH3:23])([CH3:22])[CH3:21])=[O:18])[CH2:13][CH2:12]1)[CH2:6][CH2:5]2.[Li]CCCC.[F:29][C:30]1[CH:31]=[C:32]([S:36](F)(=[O:38])=[O:37])[CH:33]=[CH:34][CH:35]=1.[NH4+].[Cl-], predict the reaction product. The product is: [F:29][C:30]1[CH:31]=[C:32]([S:36]([C:2]2[CH:3]=[C:4]3[C:8](=[CH:9][CH:10]=2)[N:7]([CH:11]2[CH2:16][CH2:15][N:14]([C:17]([O:19][C:20]([CH3:23])([CH3:22])[CH3:21])=[O:18])[CH2:13][CH2:12]2)[CH2:6][CH2:5]3)(=[O:38])=[O:37])[CH:33]=[CH:34][CH:35]=1. (2) The product is: [NH2:54][CH2:53][C:50]1[CH:49]=[CH:48][C:47]([C:46]2[N:42]([C@@H:10]3[CH2:11][C@:12]45[C:29]6[C@H:20]([CH2:19][CH2:18][C@H:17]4[C@@:16]([CH3:41])([CH2:15][O:14][CH2:13]5)[C@H:9]3[O:8][CH2:7][C@@:6]([NH2:5])([CH3:59])[C:55]([CH3:56])([CH3:58])[CH3:57])[C@:21]3([CH3:40])[C@:26]([CH3:30])([C@H:25]([C:31]([OH:33])=[O:32])[C@:24]([C@H:35]([CH3:39])[CH:36]([CH3:38])[CH3:37])([CH3:34])[CH2:23][CH2:22]3)[CH2:27][CH:28]=6)[N:43]=[CH:44][N:45]=2)=[CH:52][CH:51]=1. Given the reactants C(O)(=O)C.[NH2:5][C@:6]([CH3:59])([C:55]([CH3:58])([CH3:57])[CH3:56])[CH2:7][O:8][C@@H:9]1[C@@:16]2([CH3:41])[C@@H:17]3[CH2:18][CH2:19][C@H:20]4[C:29]([C@@:12]3([CH2:13][O:14][CH2:15]2)[CH2:11][C@H:10]1[N:42]1[C:46]([C:47]2[CH:52]=[CH:51][C:50]([C:53]#[N:54])=[CH:49][CH:48]=2)=[N:45][CH:44]=[N:43]1)=[CH:28][CH2:27][C@:26]1([CH3:30])[C@:21]4([CH3:40])[CH2:22][CH2:23][C@@:24]([C@H:35]([CH3:39])[CH:36]([CH3:38])[CH3:37])([CH3:34])[C@H:25]1[C:31]([OH:33])=[O:32], predict the reaction product. (3) Given the reactants [CH:1]1([NH:7][C:8]([NH:10][C:11]([CH3:27])([CH3:26])[CH2:12][NH:13][C:14]2[C:19]([CH3:20])=[C:18]([CH3:21])[N:17]3[N:22]=[N:23][N:24]=[C:16]3[C:15]=2[NH2:25])=[O:9])[CH2:6][CH2:5][CH2:4][CH2:3][CH2:2]1.Cl.[CH3:29][O:30][CH2:31][CH2:32][C:33](=N)OCC, predict the reaction product. The product is: [CH:1]1([NH:7][C:8]([NH:10][C:11]([CH3:27])([CH3:26])[CH2:12][N:13]2[C:14]3[C:19]([CH3:20])=[C:18]([CH3:21])[N:17]4[N:22]=[N:23][N:24]=[C:16]4[C:15]=3[N:25]=[C:33]2[CH2:32][CH2:31][O:30][CH3:29])=[O:9])[CH2:6][CH2:5][CH2:4][CH2:3][CH2:2]1. (4) Given the reactants [Cl:1][C:2]1[CH:3]=[C:4]2[C:9](=[C:10]([Cl:12])[CH:11]=1)[CH2:8][N:7]([CH3:13])[CH2:6][C@H:5]2[C:14]1[CH:19]=[CH:18][CH:17]=[CH:16][C:15]=1[NH2:20].[C:21]1(=[O:26])[O:25][CH2:24][CH2:23][CH2:22]1.C[Si](C)(C)[N-][Si](C)(C)C.[Na+], predict the reaction product. The product is: [Cl:1][C:2]1[CH:3]=[C:4]2[C:9](=[C:10]([Cl:12])[CH:11]=1)[CH2:8][N:7]([CH3:13])[CH2:6][C@H:5]2[C:14]1[CH:19]=[CH:18][CH:17]=[CH:16][C:15]=1[NH:20][C:24](=[O:25])[CH2:23][CH2:22][CH2:21][OH:26]. (5) Given the reactants Br[C:2]1[CH:3]=[CH:4][C:5]([CH2:8][C:9]([NH:11][C:12]2[CH:13]=[N:14][CH:15]=[C:16]([C:18]([C:20]3[C:28]4[CH:27]=[N:26][CH:25]=[N:24][C:23]=4[N:22]([CH:29]([CH3:31])[CH3:30])[CH:21]=3)=[O:19])[CH:17]=2)=[O:10])=[N:6][CH:7]=1.[CH3:32][N:33](C=O)C, predict the reaction product. The product is: [C:32]([C:2]1[CH:3]=[CH:4][C:5]([CH2:8][C:9]([NH:11][C:12]2[CH:13]=[N:14][CH:15]=[C:16]([C:18]([C:20]3[C:28]4[CH:27]=[N:26][CH:25]=[N:24][C:23]=4[N:22]([CH:29]([CH3:31])[CH3:30])[CH:21]=3)=[O:19])[CH:17]=2)=[O:10])=[N:6][CH:7]=1)#[N:33].